Dataset: Peptide-MHC class II binding affinity with 134,281 pairs from IEDB. Task: Regression. Given a peptide amino acid sequence and an MHC pseudo amino acid sequence, predict their binding affinity value. This is MHC class II binding data. (1) The peptide sequence is TFHVEKGSNPNYLALLVKYVNGDGD. The MHC is HLA-DPA10103-DPB10401 with pseudo-sequence HLA-DPA10103-DPB10401. The binding affinity (normalized) is 0.328. (2) The peptide sequence is RGTVMDIISRRDQRG. The MHC is DRB1_0301 with pseudo-sequence DRB1_0301. The binding affinity (normalized) is 0.580. (3) The peptide sequence is SMQKTIPLVALTLTS. The MHC is DRB5_0101 with pseudo-sequence DRB5_0101. The binding affinity (normalized) is 0. (4) The peptide sequence is STIFPFRRLFMVAEV. The MHC is DRB5_0101 with pseudo-sequence DRB5_0101. The binding affinity (normalized) is 0.390. (5) The peptide sequence is ISLLLIQSWLEPVQF. The MHC is DRB1_1302 with pseudo-sequence DRB1_1302. The binding affinity (normalized) is 0.558. (6) The peptide sequence is QSAVVCGRRHSVRIR. The MHC is HLA-DPA10103-DPB10201 with pseudo-sequence HLA-DPA10103-DPB10201. The binding affinity (normalized) is 0. (7) The peptide sequence is KRQGPKQMLVGGVVL. The MHC is DRB3_0301 with pseudo-sequence DRB3_0301. The binding affinity (normalized) is 0.392. (8) The peptide sequence is VDKIDAAFKIAATAA. The MHC is DRB1_0802 with pseudo-sequence DRB1_0802. The binding affinity (normalized) is 0.703. (9) The peptide sequence is NGKRLEPNWASVKKD. The MHC is DRB3_0101 with pseudo-sequence DRB3_0101. The binding affinity (normalized) is 0.344. (10) The peptide sequence is GPPVEASAAALAGDA. The MHC is HLA-DQA10501-DQB10201 with pseudo-sequence HLA-DQA10501-DQB10201. The binding affinity (normalized) is 0.442.